Dataset: Full USPTO retrosynthesis dataset with 1.9M reactions from patents (1976-2016). Task: Predict the reactants needed to synthesize the given product. (1) Given the product [OH:17][CH:16]([C:13]1[CH:12]=[CH:11][C:10]([C:9]([O:8][CH3:7])=[O:18])=[CH:15][CH:14]=1)[CH2:1][CH:2]([CH3:4])[CH3:3], predict the reactants needed to synthesize it. The reactants are: [CH2:1]([Mg]Br)[CH:2]([CH3:4])[CH3:3].[CH3:7][O:8][C:9](=[O:18])[C:10]1[CH:15]=[CH:14][C:13]([CH:16]=[O:17])=[CH:12][CH:11]=1. (2) Given the product [C:1]([O:5][C:6]([NH:8][CH2:9][CH:10]([O:20][S:28]([C:31]1[CH:37]=[CH:36][C:34]([CH3:35])=[CH:33][CH:32]=1)(=[O:30])=[O:29])[CH2:11][NH:12][C:13]([O:15][C:16]([CH3:19])([CH3:18])[CH3:17])=[O:14])=[O:7])([CH3:4])([CH3:3])[CH3:2], predict the reactants needed to synthesize it. The reactants are: [C:1]([O:5][C:6]([NH:8][CH2:9][CH:10]([OH:20])[CH2:11][NH:12][C:13]([O:15][C:16]([CH3:19])([CH3:18])[CH3:17])=[O:14])=[O:7])([CH3:4])([CH3:3])[CH3:2].C(N(CC)CC)C.[S:28](Cl)([C:31]1[CH:37]=[CH:36][C:34]([CH3:35])=[CH:33][CH:32]=1)(=[O:30])=[O:29].[Cl-]. (3) The reactants are: [S:1]1[C:5]([CH2:6][CH:7]2[C:12](=[O:13])[O:11]C(C)(C)[O:9][C:8]2=[O:16])=[CH:4][C:3]2[CH:17]=[CH:18][CH:19]=[CH:20][C:2]1=2.[OH-].[Na+].Cl. Given the product [S:1]1[C:5]([CH2:6][CH:7]([C:12]([OH:13])=[O:11])[C:8]([OH:16])=[O:9])=[CH:4][C:3]2[CH:17]=[CH:18][CH:19]=[CH:20][C:2]1=2, predict the reactants needed to synthesize it. (4) Given the product [OH:14][CH2:13][C:12]1[CH:16]=[C:17]([O:20][CH3:21])[CH:18]=[CH:19][C:11]=1[S:10][C:5]1[CH:6]=[CH:7][CH:8]=[CH:9][C:4]=1[CH2:1][OH:2], predict the reactants needed to synthesize it. The reactants are: [C:1]([C:4]1[CH:9]=[CH:8][CH:7]=[CH:6][C:5]=1[S:10][C:11]1[CH:19]=[CH:18][C:17]([O:20][CH3:21])=[CH:16][C:12]=1[C:13](O)=[O:14])(O)=[O:2].S(C1C=CC=CC=1C(OC)=O)C1C=CC=CC=1C(OC)=O. (5) Given the product [F:10][C:9]([F:12])([F:11])[C:7]1[CH:6]=[C:5]([NH:13][C:14]([NH:38][C@@H:33]([CH3:32])[C:34]([CH3:37])([CH3:36])[CH3:35])=[C:15]([S:18]([C:21]2[CH:26]=[CH:25][C:24]([Cl:27])=[CH:23][CH:22]=2)(=[O:19])=[O:20])[C:16]#[N:17])[CH:4]=[C:3]([C:2]([F:31])([F:1])[F:30])[CH:8]=1, predict the reactants needed to synthesize it. The reactants are: [F:1][C:2]([F:31])([F:30])[C:3]1[CH:4]=[C:5]([NH:13][C:14](SC)=[C:15]([S:18]([C:21]2[CH:26]=[CH:25][C:24]([Cl:27])=[CH:23][CH:22]=2)(=[O:20])=[O:19])[C:16]#[N:17])[CH:6]=[C:7]([C:9]([F:12])([F:11])[F:10])[CH:8]=1.[CH3:32][C@H:33]([NH2:38])[C:34]([CH3:37])([CH3:36])[CH3:35]. (6) Given the product [Cl:1][C:2]1[C:9]([N+:10]([O-:12])=[O:11])=[CH:8][CH:7]=[C:6]2[C:3]=1[C:4]([NH2:31])=[N:5][N:22]2[CH2:20][CH3:21], predict the reactants needed to synthesize it. The reactants are: [Cl:1][C:2]1[C:9]([N+:10]([O-:12])=[O:11])=[CH:8][CH:7]=[C:6](F)[C:3]=1[C:4]#[N:5].C(O)(=O)C(O)=O.[CH2:20]([NH:22]N)[CH3:21].C([O-])([O-])=O.[K+].[K+].C[N:31](C=O)C. (7) Given the product [CH3:20][C:2]([C:21]1[CH:22]=[CH:23][CH:24]=[CH:25][CH:26]=1)([CH3:1])[CH2:3][C@@H:4]1[CH2:9][C@@H:8]([C:10]2[O:14][NH:13][C:12](=[O:15])[CH:11]=2)[CH2:7][CH2:6][N:5]1[C:16]([O:18][CH3:19])=[O:17], predict the reactants needed to synthesize it. The reactants are: [CH3:1][C:2]([C:21]1[CH:26]=[CH:25][CH:24]=[CH:23][CH:22]=1)([CH3:20])[CH2:3][C@H:4]1[CH2:9][C@H:8]([C:10]2[O:14][NH:13][C:12](=[O:15])[CH:11]=2)[CH2:7][CH2:6][N:5]1[C:16]([O:18][CH3:19])=[O:17]. (8) Given the product [F:1][C:2]1[CH:7]=[CH:6][CH:5]=[C:4]([F:8])[C:3]=1[N:9]1[C:14]2[N:15]=[C:16]([NH:44][CH2:43][C:39]3[NH:38][CH:42]=[CH:41][N:40]=3)[N:17]=[C:18]([C:19]3[CH:20]=[C:21]([CH:28]=[CH:29][C:30]=3[CH3:31])[C:22]([NH:24][CH:25]([CH3:27])[CH3:26])=[O:23])[C:13]=2[CH2:12][NH:11][C:10]1=[O:35], predict the reactants needed to synthesize it. The reactants are: [F:1][C:2]1[CH:7]=[CH:6][CH:5]=[C:4]([F:8])[C:3]=1[N:9]1[C:14]2[N:15]=[C:16](S(C)=O)[N:17]=[C:18]([C:19]3[CH:20]=[C:21]([CH:28]=[CH:29][C:30]=3[CH3:31])[C:22]([NH:24][CH:25]([CH3:27])[CH3:26])=[O:23])[C:13]=2[CH2:12][NH:11][C:10]1=[O:35].Cl.Cl.[NH:38]1[CH:42]=[CH:41][N:40]=[C:39]1[CH2:43][NH2:44].C(N(CC)C(C)C)(C)C.